From a dataset of Forward reaction prediction with 1.9M reactions from USPTO patents (1976-2016). Predict the product of the given reaction. (1) Given the reactants [Cl:1][C:2]1[CH:3]=[C:4]([NH:13][CH2:14][CH:15]2[CH2:20][CH2:19][O:18][CH2:17][CH2:16]2)[C:5]([CH3:12])=[C:6]([CH:11]=1)[C:7]([O:9][CH3:10])=[O:8].[CH:21](=O)[CH3:22].C(O)(=O)C.C(O[BH-](OC(=O)C)OC(=O)C)(=O)C.[Na+], predict the reaction product. The product is: [Cl:1][C:2]1[CH:3]=[C:4]([N:13]([CH2:21][CH3:22])[CH2:14][CH:15]2[CH2:20][CH2:19][O:18][CH2:17][CH2:16]2)[C:5]([CH3:12])=[C:6]([CH:11]=1)[C:7]([O:9][CH3:10])=[O:8]. (2) The product is: [NH2:34][C:22]1[C:27]([C:28]#[N:29])=[C:26]([NH:20][C@H:18]([C:7]2[C:8]([C:12]3[CH:17]=[CH:16][CH:15]=[CH:14][N:13]=3)=[N:9][C:10]3[C:5]([CH:6]=2)=[CH:4][CH:3]=[C:2]([F:1])[CH:11]=3)[CH3:19])[N:25]=[CH:24][N:23]=1. Given the reactants [F:1][C:2]1[CH:11]=[C:10]2[C:5]([CH:6]=[C:7]([C@@H:18]([NH2:20])[CH3:19])[C:8]([C:12]3[CH:17]=[CH:16][CH:15]=[CH:14][N:13]=3)=[N:9]2)=[CH:4][CH:3]=1.Cl[C:22]1[C:27]([C:28]#[N:29])=[C:26](Cl)[N:25]=[CH:24][N:23]=1.C([N:34](CC)C(C)C)(C)C.N, predict the reaction product. (3) Given the reactants [Cl:1][C:2]1[CH:3]=[CH:4][C:5]([F:19])=[C:6]([C:8]2[N:17]=[C:16](O)[C:15]3[CH2:14][CH2:13][CH2:12][CH2:11][C:10]=3[N:9]=2)[CH:7]=1.C([O-])(O)=O.[Na+].O=P(Cl)(Cl)[Cl:27], predict the reaction product. The product is: [Cl:27][C:16]1[C:15]2[CH2:14][CH2:13][CH2:12][CH2:11][C:10]=2[N:9]=[C:8]([C:6]2[CH:7]=[C:2]([Cl:1])[CH:3]=[CH:4][C:5]=2[F:19])[N:17]=1. (4) Given the reactants [CH2:1]([O:3][C:4](=[O:17])[C@@H:5]([O:15][CH3:16])[CH2:6][C:7]1[CH:12]=[CH:11][C:10]([C:13]#[CH:14])=[CH:9][CH:8]=1)[CH3:2].C(O)=[O:19], predict the reaction product. The product is: [CH2:1]([O:3][C:4](=[O:17])[C@@H:5]([O:15][CH3:16])[CH2:6][C:7]1[CH:8]=[CH:9][C:10]([C:13](=[O:19])[CH3:14])=[CH:11][CH:12]=1)[CH3:2]. (5) Given the reactants FC1C=C2C(C(C3C=CC(N4CCC(N)CC4)=NC=3)=CN2)=CC=1.[F:24][C:25]1[CH:33]=[C:32]2[C:28]([C:29]([C:34]3[CH:35]=[CH:36][C:37]([NH:40][C:41](=[O:52])[C@@H:42]([NH:44]C(=O)OC(C)(C)C)[CH3:43])=[N:38][CH:39]=3)=[CH:30][NH:31]2)=[CH:27][CH:26]=1, predict the reaction product. The product is: [NH2:44][C@@H:42]([CH3:43])[C:41]([NH:40][C:37]1[CH:36]=[CH:35][C:34]([C:29]2[C:28]3[C:32](=[CH:33][C:25]([F:24])=[CH:26][CH:27]=3)[NH:31][CH:30]=2)=[CH:39][N:38]=1)=[O:52]. (6) Given the reactants Br[C:2]1[O:6][C:5]([N:7]2[CH2:11][C@:10]3([CH:16]4[CH2:17][CH2:18][N:13]([CH2:14][CH2:15]4)[CH2:12]3)[O:9][C:8]2=[O:19])=[CH:4][CH:3]=1.C([Sn](CCCC)(CCCC)[C:25]1[S:26][CH:27]=[CH:28][N:29]=1)CCC, predict the reaction product. The product is: [S:26]1[CH:27]=[CH:28][N:29]=[C:25]1[C:2]1[O:6][C:5]([N:7]2[CH2:11][C@:10]3([CH:16]4[CH2:17][CH2:18][N:13]([CH2:14][CH2:15]4)[CH2:12]3)[O:9][C:8]2=[O:19])=[CH:4][CH:3]=1. (7) Given the reactants [CH3:1][O:2][CH:3]([P:13](=[O:20])([O:17][CH2:18][CH3:19])[O:14][CH2:15][CH3:16])[C:4]1[CH:9]=[CH:8][C:7]([N+:10]([O-])=O)=[CH:6][CH:5]=1, predict the reaction product. The product is: [NH2:10][C:7]1[CH:8]=[CH:9][C:4]([CH:3]([P:13](=[O:20])([O:14][CH2:15][CH3:16])[O:17][CH2:18][CH3:19])[O:2][CH3:1])=[CH:5][CH:6]=1. (8) Given the reactants [C:1]1([S:7](NC2SC3CCCCC=3C=2C(OCC)=O)(=[O:9])=[O:8])[CH:6]=[CH:5][CH:4]=[CH:3][CH:2]=1.[NH2:25][CH:26]1[O:31][C:30]2[S:32][CH:33]=[C:34]([C:35]([O:37][CH3:38])=[O:36])[C:29]=2[CH2:28][CH2:27]1, predict the reaction product. The product is: [C:1]1([S:7]([NH:25][CH:26]2[O:31][C:30]3[S:32][CH:33]=[C:34]([C:35]([O:37][CH3:38])=[O:36])[C:29]=3[CH2:28][CH2:27]2)(=[O:9])=[O:8])[CH:6]=[CH:5][CH:4]=[CH:3][CH:2]=1. (9) Given the reactants CN(C)C=O.[CH3:6][N:7]([C:22]1[CH:32]=[CH:31][C:25]([C:26]([O:28][CH2:29][CH3:30])=[O:27])=[CH:24][CH:23]=1)[C:8]1[S:9][CH:10]=[C:11]([C:13]2[CH:18]=[CH:17][C:16]([N+:19]([O-])=O)=[CH:15][CH:14]=2)[N:12]=1.S(S([O-])=O)([O-])=O.[Na+].[Na+].C(N(CC)CC)C, predict the reaction product. The product is: [NH2:19][C:16]1[CH:15]=[CH:14][C:13]([C:11]2[N:12]=[C:8]([N:7]([C:22]3[CH:23]=[CH:24][C:25]([C:26]([O:28][CH2:29][CH3:30])=[O:27])=[CH:31][CH:32]=3)[CH3:6])[S:9][CH:10]=2)=[CH:18][CH:17]=1. (10) Given the reactants CC1(C)C(C)(C)OB([C:9]2[CH:10]=[C:11]3[C:15](=[CH:16][CH:17]=2)[CH2:14][C@H:13]([NH:18][S:19]([CH:22]([CH3:24])[CH3:23])(=[O:21])=[O:20])[CH2:12]3)O1.[OH:26]OS([O-])=O.[K+], predict the reaction product. The product is: [OH:26][C:9]1[CH:10]=[C:11]2[C:15](=[CH:16][CH:17]=1)[CH2:14][C@H:13]([NH:18][S:19]([CH:22]([CH3:24])[CH3:23])(=[O:21])=[O:20])[CH2:12]2.